Predict the product of the given reaction. From a dataset of Forward reaction prediction with 1.9M reactions from USPTO patents (1976-2016). (1) Given the reactants Br[C:2]1[CH:7]=[CH:6][CH:5]=[CH:4][N:3]=1.[Li]CCCC.[C:13]([N:21]1[C@H:30]2[C@@H:25]([CH2:26][CH2:27][CH2:28][CH2:29]2)[C:24](=[O:31])[CH2:23][CH2:22]1)(=[O:20])[C:14]1[CH:19]=[CH:18][CH:17]=[CH:16][CH:15]=1, predict the reaction product. The product is: [C:13]([N:21]1[C@H:30]2[C@@H:25]([CH2:26][CH2:27][CH2:28][CH2:29]2)[C:24]([C:2]2[CH:7]=[CH:6][CH:5]=[CH:4][N:3]=2)([OH:31])[CH2:23][CH2:22]1)(=[O:20])[C:14]1[CH:15]=[CH:16][CH:17]=[CH:18][CH:19]=1. (2) The product is: [Br:1][C:2]1[CH:10]=[C:6]([C:7]([N:15]2[CH2:16][CH2:17][N:12]([CH3:11])[CH2:13][CH2:14]2)=[O:9])[CH:5]=[N:4][CH:3]=1. Given the reactants [Br:1][C:2]1[CH:3]=[N:4][CH:5]=[C:6]([CH:10]=1)[C:7]([OH:9])=O.[CH3:11][N:12]1[CH2:17][CH2:16][NH:15][CH2:14][CH2:13]1.CN(C(ON1N=NC2C=CC=NC1=2)=[N+](C)C)C.F[P-](F)(F)(F)(F)F.CCN(C(C)C)C(C)C, predict the reaction product. (3) Given the reactants [Cl:1][C:2]1[CH:10]=[CH:9][CH:8]=[C:7]2[C:3]=1[C:4]([C:16]([OH:18])=O)=[CH:5][N:6]2[CH2:11][C:12]([F:15])([F:14])[F:13].[NH2:19][CH2:20][C@:21]1([OH:28])[CH2:26][CH2:25][CH2:24][C@H:23]([CH3:27])[CH2:22]1.CCN=C=NCCCN(C)C.C1C=CC2N(O)N=NC=2C=1.CCN(C(C)C)C(C)C, predict the reaction product. The product is: [Cl:1][C:2]1[CH:10]=[CH:9][CH:8]=[C:7]2[C:3]=1[C:4]([C:16]([NH:19][CH2:20][C@:21]1([OH:28])[CH2:26][CH2:25][CH2:24][C@H:23]([CH3:27])[CH2:22]1)=[O:18])=[CH:5][N:6]2[CH2:11][C:12]([F:13])([F:14])[F:15]. (4) Given the reactants Br[C:2]1[CH:3]=[CH:4][C:5]([F:13])=[C:6]([N:8]2[CH:12]=[CH:11][CH:10]=[N:9]2)[CH:7]=1.[B:14]1([B:14]2[O:19][CH2:18][C:17]([CH3:21])([CH3:20])[CH2:16][O:15]2)[O:19][CH2:18][C:17]([CH3:21])([CH3:20])[CH2:16][O:15]1, predict the reaction product. The product is: [CH3:20][C:17]1([CH3:21])[CH2:18][O:19][B:14]([C:2]2[CH:3]=[CH:4][C:5]([F:13])=[C:6]([N:8]3[CH:12]=[CH:11][CH:10]=[N:9]3)[CH:7]=2)[O:15][CH2:16]1. (5) Given the reactants [Br:1][C:2]1[CH:3]=[CH:4][C:5](F)=[C:6]([CH:9]=1)[CH:7]=O.[C:11]([O:15][CH3:16])(=[O:14])[CH2:12][SH:13].C([O-])([O-])=O.[Na+].[Na+], predict the reaction product. The product is: [Br:1][C:2]1[CH:3]=[CH:4][C:5]2[S:13][C:12]([C:11]([O:15][CH3:16])=[O:14])=[CH:7][C:6]=2[CH:9]=1.